This data is from Catalyst prediction with 721,799 reactions and 888 catalyst types from USPTO. The task is: Predict which catalyst facilitates the given reaction. (1) Reactant: [Cl:1][C:2]1[CH:3]=[C:4]([NH:10][C:11]([CH2:13][CH:14]([CH3:19])[CH2:15][C:16]([OH:18])=O)=[O:12])[CH:5]=[CH:6][C:7]=1[C:8]#[N:9].[NH2:20][C:21]1[CH:22]=[C:23]2[C:28](=[CH:29][CH:30]=1)[N:27]([CH:31]([CH3:33])[CH3:32])[C:26](=[O:34])[N:25]([CH2:35][CH:36]1[CH2:38][CH2:37]1)[C:24]2=[O:39].C(P1(=O)OP(CCC)(=O)OP(CCC)(=O)O1)CC.CCN(C(C)C)C(C)C. Product: [Cl:1][C:2]1[CH:3]=[C:4]([NH:10][C:11](=[O:12])[CH2:13][CH:14]([CH3:19])[CH2:15][C:16]([NH:20][C:21]2[CH:22]=[C:23]3[C:28](=[CH:29][CH:30]=2)[N:27]([CH:31]([CH3:33])[CH3:32])[C:26](=[O:34])[N:25]([CH2:35][CH:36]2[CH2:38][CH2:37]2)[C:24]3=[O:39])=[O:18])[CH:5]=[CH:6][C:7]=1[C:8]#[N:9]. The catalyst class is: 792. (2) Reactant: [CH2:1]([S:8][C:9]1[CH:18]=[C:17]2[C:12]([C:13](Br)=[C:14]([Br:19])[CH:15]=[N:16]2)=[CH:11][CH:10]=1)[C:2]1[CH:7]=[CH:6][CH:5]=[CH:4][CH:3]=1.[Cl:21][C:22]1[CH:27]=[C:26](B(O)O)[C:25]([O:31][CH3:32])=[CH:24][C:23]=1[C:33]1[CH:38]=[CH:37][CH:36]=[C:35]([F:39])[CH:34]=1.[OH-].[K+]. Product: [CH2:1]([S:8][C:9]1[CH:18]=[C:17]2[C:12]([C:13]([C:26]3[C:25]([O:31][CH3:32])=[CH:24][C:23]([C:33]4[CH:38]=[CH:37][CH:36]=[C:35]([F:39])[CH:34]=4)=[C:22]([Cl:21])[CH:27]=3)=[C:14]([Br:19])[CH:15]=[N:16]2)=[CH:11][CH:10]=1)[C:2]1[CH:7]=[CH:6][CH:5]=[CH:4][CH:3]=1. The catalyst class is: 203. (3) Reactant: [Cl:1][C:2]1[CH:3]=[C:4]([NH:9][C:10]2[C:11]3[C:18]4[CH2:19][CH2:20][N:21]([C:23](=[O:37])/[CH:24]=[CH:25]/[CH2:26][N:27]([CH3:36])[CH2:28][C:29]([O:31]C(C)(C)C)=[O:30])[CH2:22][C:17]=4[S:16][C:12]=3[N:13]=[CH:14][N:15]=2)[CH:5]=[CH:6][C:7]=1[F:8].C(O)(C(F)(F)F)=O. Product: [Cl:1][C:2]1[CH:3]=[C:4]([NH:9][C:10]2[C:11]3[C:18]4[CH2:19][CH2:20][N:21]([C:23](=[O:37])/[CH:24]=[CH:25]/[CH2:26][N:27]([CH3:36])[CH2:28][C:29]([OH:31])=[O:30])[CH2:22][C:17]=4[S:16][C:12]=3[N:13]=[CH:14][N:15]=2)[CH:5]=[CH:6][C:7]=1[F:8]. The catalyst class is: 2. (4) Reactant: Cl.[NH2:2][CH2:3][C@@H:4]1[O:8][C:7](=[O:9])[N:6]([C:10]2[CH:15]=[C:14]([F:16])[C:13]([CH:17]3[CH:22]=[CH:21][S:20](=[O:24])(=[O:23])[CH2:19][CH2:18]3)=[C:12]([F:25])[CH:11]=2)[CH2:5]1.[F:26][CH:27]([F:33])[C:28](OCC)=[O:29].C(N(CC)CC)C. Product: [O:24]=[S:20]1(=[O:23])[CH:19]=[CH:18][CH:17]([C:13]2[C:14]([F:16])=[CH:15][C:10]([N:6]3[CH2:5][C@H:4]([CH2:3][NH:2][C:28](=[O:29])[CH:27]([F:33])[F:26])[O:8][C:7]3=[O:9])=[CH:11][C:12]=2[F:25])[CH2:22][CH2:21]1. The catalyst class is: 5. (5) Reactant: [C:1]([O:5][C:6]([N:8]1[CH2:13][CH2:12][N:11]([C:14]2[C:19]([NH2:20])=[C:18]([NH:21][CH3:22])[N:17]=[CH:16][N:15]=2)[CH2:10][CH2:9]1)=[O:7])([CH3:4])([CH3:3])[CH3:2].Br[CH2:24][C:25]#[C:26][CH3:27].C(=O)([O-])[O-].[K+].[K+].[Cl-].[NH4+]. Product: [C:1]([O:5][C:6]([N:8]1[CH2:9][CH2:10][N:11]([C:14]2[C:19]([NH:20][CH2:24][C:25]#[C:26][CH3:27])=[C:18]([NH:21][CH3:22])[N:17]=[CH:16][N:15]=2)[CH2:12][CH2:13]1)=[O:7])([CH3:4])([CH3:3])[CH3:2]. The catalyst class is: 9. (6) Reactant: [C:1]([O:5][C:6]([N:8]1[CH2:13][CH2:12][N:11]([C:14](=[O:30])[C:15]2[CH:20]=[CH:19][C:18]([N:21]3[C@H:25]([CH2:26][OH:27])[CH2:24][O:23][C:22]3=[O:28])=[C:17]([F:29])[CH:16]=2)[CH2:10][CH2:9]1)=[O:7])([CH3:4])([CH3:3])[CH3:2].[H-].[Na+].[CH3:33]I. Product: [C:1]([O:5][C:6]([N:8]1[CH2:9][CH2:10][N:11]([C:14](=[O:30])[C:15]2[CH:20]=[CH:19][C:18]([N:21]3[C@H:25]([CH2:26][O:27][CH3:33])[CH2:24][O:23][C:22]3=[O:28])=[C:17]([F:29])[CH:16]=2)[CH2:12][CH2:13]1)=[O:7])([CH3:4])([CH3:2])[CH3:3]. The catalyst class is: 391.